This data is from Catalyst prediction with 721,799 reactions and 888 catalyst types from USPTO. The task is: Predict which catalyst facilitates the given reaction. (1) Reactant: [CH:1]([O:4][C:5]1[N:10]=[C:9]([N:11]2[CH2:16][CH2:15][O:14][CH2:13][CH2:12]2)[N:8]=[C:7]([C:17]2[CH:23]=[CH:22][C:20]([NH2:21])=[CH:19][CH:18]=2)[N:6]=1)([CH3:3])[CH3:2].[C:24]([C:28]1[CH:33]=[CH:32][C:31]([N:34]=[C:35]=[O:36])=[CH:30][CH:29]=1)([O:26][CH3:27])=[O:25]. Product: [CH:1]([O:4][C:5]1[N:10]=[C:9]([N:11]2[CH2:16][CH2:15][O:14][CH2:13][CH2:12]2)[N:8]=[C:7]([C:17]2[CH:23]=[CH:22][C:20]([NH:21][C:35]([NH:34][C:31]3[CH:32]=[CH:33][C:28]([C:24]([O:26][CH3:27])=[O:25])=[CH:29][CH:30]=3)=[O:36])=[CH:19][CH:18]=2)[N:6]=1)([CH3:3])[CH3:2]. The catalyst class is: 66. (2) Product: [CH3:1][C:2]1[C:3]2[N:4]([C:8]([CH:11]3[CH2:16][CH2:15][NH:14][CH2:13][CH2:12]3)=[N:9][CH:10]=2)[CH:5]=[CH:6][N:7]=1. Reactant: [CH3:1][C:2]1[C:3]2[N:4]([C:8]([CH:11]3[CH2:16][CH2:15][N:14](C(OCC4C=CC=CC=4)=O)[CH2:13][CH2:12]3)=[N:9][CH:10]=2)[CH:5]=[CH:6][N:7]=1.Cl. The catalyst class is: 6. (3) Reactant: [CH3:1][O:2][C:3]1[C:4]([O:29][CH2:30][CH2:31][CH2:32][N:33]2[CH:37]=[CH:36][CH:35]=[N:34]2)=[CH:5][C:6]2[CH2:15][CH:14]([C:16]([CH3:21])([CH3:20])[CH2:17][O:18][CH3:19])[N:13]3[C:8](=[CH:9][C:10](=[O:27])[C:11]([C:22]([O:24]CC)=[O:23])=[CH:12]3)[C:7]=2[CH:28]=1.[OH-].[Na+].Cl. Product: [CH3:1][O:2][C:3]1[C:4]([O:29][CH2:30][CH2:31][CH2:32][N:33]2[CH:37]=[CH:36][CH:35]=[N:34]2)=[CH:5][C:6]2[CH2:15][CH:14]([C:16]([CH3:20])([CH3:21])[CH2:17][O:18][CH3:19])[N:13]3[C:8](=[CH:9][C:10](=[O:27])[C:11]([C:22]([OH:24])=[O:23])=[CH:12]3)[C:7]=2[CH:28]=1. The catalyst class is: 14.